This data is from NCI-60 drug combinations with 297,098 pairs across 59 cell lines. The task is: Regression. Given two drug SMILES strings and cell line genomic features, predict the synergy score measuring deviation from expected non-interaction effect. Drug 1: C1CCC(CC1)NC(=O)N(CCCl)N=O. Drug 2: CC1=C(C(CCC1)(C)C)C=CC(=CC=CC(=CC(=O)O)C)C. Cell line: MCF7. Synergy scores: CSS=20.3, Synergy_ZIP=-8.73, Synergy_Bliss=-4.79, Synergy_Loewe=-14.1, Synergy_HSA=-2.96.